From a dataset of Peptide-MHC class I binding affinity with 185,985 pairs from IEDB/IMGT. Regression. Given a peptide amino acid sequence and an MHC pseudo amino acid sequence, predict their binding affinity value. This is MHC class I binding data. (1) The peptide sequence is YTYPIAHTA. The MHC is HLA-A02:12 with pseudo-sequence HLA-A02:12. The binding affinity (normalized) is 0.797. (2) The binding affinity (normalized) is 0.0847. The MHC is HLA-B40:01 with pseudo-sequence HLA-B40:01. The peptide sequence is PILPKLFIL.